From a dataset of Reaction yield outcomes from USPTO patents with 853,638 reactions. Predict the reaction yield, written as a fraction of the theoretical maximum amount of product (1.0 means a 100% yield; for example, 0.34 means a 34% yield). The reactants are [NH2:1][S:2]([C:5]1[CH:6]=[C:7]2[C:11](=[CH:12][CH:13]=1)[NH:10][C:9](=[O:14])[CH2:8]2)(=[O:4])=[O:3].[NH:15]1[C:23]2[C:18](=[CH:19][CH:20]=[CH:21][CH:22]=2)[CH:17]=[C:16]1[CH:24]=O.N1CCCCC1. The yield is 0.830. The product is [NH:15]1[C:23]2[C:18](=[CH:19][CH:20]=[CH:21][CH:22]=2)[CH:17]=[C:16]1[CH:24]=[C:8]1[C:7]2[C:11](=[CH:12][CH:13]=[C:5]([S:2]([NH2:1])(=[O:4])=[O:3])[CH:6]=2)[NH:10][C:9]1=[O:14]. The catalyst is C(O)C.